Dataset: Forward reaction prediction with 1.9M reactions from USPTO patents (1976-2016). Task: Predict the product of the given reaction. Given the reactants Br[C:2]1[CH:7]=[C:6]([NH:8][C:9](=[O:20])[C:10]2[C:15]([Cl:16])=[CH:14][C:13]([CH:17]=[CH2:18])=[CH:12][C:11]=2[Cl:19])[CH:5]=[CH:4][N:3]=1.[CH:21]1([C:24]([NH2:26])=[O:25])[CH2:23][CH2:22]1.CC1(C)C2C(=C(P(C3C=CC=CC=3)C3C=CC=CC=3)C=CC=2)OC2C(P(C3C=CC=CC=3)C3C=CC=CC=3)=CC=CC1=2.C([O-])([O-])=O.[Cs+].[Cs+], predict the reaction product. The product is: [Cl:19][C:11]1[CH:12]=[C:13]([CH:17]=[CH2:18])[CH:14]=[C:15]([Cl:16])[C:10]=1[C:9]([NH:8][C:6]1[CH:5]=[CH:4][N:3]=[C:2]([NH:26][C:24]([CH:21]2[CH2:23][CH2:22]2)=[O:25])[CH:7]=1)=[O:20].